From a dataset of Retrosynthesis with 50K atom-mapped reactions and 10 reaction types from USPTO. Predict the reactants needed to synthesize the given product. Given the product COC(=O)C1CC1CC#CC=O, predict the reactants needed to synthesize it. The reactants are: COC(=O)C1CC1CC#CCO.